Task: Predict the reaction yield, written as a fraction of the theoretical maximum amount of product (1.0 means a 100% yield; for example, 0.34 means a 34% yield).. Dataset: Reaction yield outcomes from USPTO patents with 853,638 reactions (1) The reactants are [N:1]1[C:10]2[C:5](=[CH:6][CH:7]=[CH:8][CH:9]=2)[CH:4]=[CH:3][C:2]=1[C:11]([OH:13])=[O:12]. The catalyst is CO.[Pt]=O. The product is [NH:1]1[C:10]2[C:5](=[CH:6][CH:7]=[CH:8][CH:9]=2)[CH2:4][CH2:3][CH:2]1[C:11]([OH:13])=[O:12]. The yield is 0.970. (2) The reactants are [C:1]1([CH2:11][C:12]#[N:13])[C:10]2[C:5](=[CH:6][CH:7]=[CH:8][CH:9]=2)[CH:4]=[CH:3][CH:2]=1.C[Si]([NH-])(C)C.C[Si]([NH-])(C)C.[Na+].[Na+].C([O:29][CH2:30][CH3:31])(=O)C.[CH3:32]CCCCC. The catalyst is O1CCCC1. The product is [OH:29][CH2:30][CH:31]1[CH2:32][C@:11]1([C:1]1[C:10]2[C:5](=[CH:6][CH:7]=[CH:8][CH:9]=2)[CH:4]=[CH:3][CH:2]=1)[C:12]#[N:13]. The yield is 0.620. (3) The reactants are [Cl:1][C:2]1[CH:3]=[C:4]([CH2:9][C:10]#[N:11])[CH:5]=[CH:6][C:7]=1[Cl:8].[CH2:12]([C@H:14]1[O:16][CH2:15]1)Cl.C[Si]([N-][Si](C)(C)C)(C)C.[Na+]. The catalyst is O1CCCC1. The product is [NH2:11][CH2:10][C@:9]1([C:4]2[CH:5]=[CH:6][C:7]([Cl:8])=[C:2]([Cl:1])[CH:3]=2)[CH2:12][C@@H:14]1[CH2:15][OH:16]. The yield is 1.00. (4) The reactants are S(Cl)(Cl)=O.[Cl:5][C:6]1[C:7]([CH3:15])=[C:8]([CH:12]=[CH:13][CH:14]=1)[C:9]([OH:11])=O.[Al+3].[Cl-].[Cl-].[Cl-].[CH:20]1C=CC=C[CH:21]=1. The catalyst is ClC(Cl)C. The product is [Cl:5][C:6]1[C:7]([CH3:15])=[C:8]2[C:12]([CH2:20][CH2:21][C:9]2=[O:11])=[CH:13][CH:14]=1. The yield is 0.720. (5) The reactants are [CH2:1]([NH:3][C:4]([NH:6][CH2:7][CH2:8][CH2:9][N:10]1[CH2:14][CH2:13][CH2:12][CH2:11]1)=O)[CH3:2].C(N(CC)CC)C.C1(C)C=CC(S(Cl)(=O)=O)=CC=1. The catalyst is ClCCl. The product is [N:10]1([CH2:9][CH2:8][CH2:7][N:6]=[C:4]=[N:3][CH2:1][CH3:2])[CH2:14][CH2:13][CH2:12][CH2:11]1. The yield is 0.670. (6) The reactants are [C:1]([OH:6])(=[O:5])C(C)=O.C(O[CH:10]([O:14][CH2:15][CH3:16])[O:11][CH2:12][CH3:13])C.S(=O)(=O)(O)O.Cl[CH2:23]Cl. No catalyst specified. The product is [CH2:15]([O:14][C:10]([O:11][CH2:12][CH3:13])([CH3:23])[C:1]([OH:6])=[O:5])[CH3:16]. The yield is 1.00. (7) The reactants are [CH:1]([C:4]1[CH:18]=[C:17]([O:19][CH3:20])[C:16]([O:21][CH3:22])=[CH:15][C:5]=1[CH:6]=NC(C(C)C)C(C)C)([CH3:3])[CH3:2].Cl.C1C[O:27]CC1. No catalyst specified. The product is [CH:1]([C:4]1[CH:18]=[C:17]([O:19][CH3:20])[C:16]([O:21][CH3:22])=[CH:15][C:5]=1[CH:6]=[O:27])([CH3:3])[CH3:2]. The yield is 0.430. (8) The reactants are Br[C:2]1[N:6]([CH2:7][CH2:8][O:9][CH2:10][CH2:11][O:12][CH2:13][CH2:14][F:15])[C:5]2[CH:16]=[CH:17][CH:18]=[CH:19][C:4]=2[N:3]=1.[CH3:20][N:21]([C:29]1[CH:34]=[CH:33][C:32]([C:35]#[CH:36])=[CH:31][CH:30]=1)[C:22](=[O:28])[O:23][C:24]([CH3:27])([CH3:26])[CH3:25]. No catalyst specified. The product is [F:15][CH2:14][CH2:13][O:12][CH2:11][CH2:10][O:9][CH2:8][CH2:7][N:6]1[C:5]2[CH:16]=[CH:17][CH:18]=[CH:19][C:4]=2[N:3]=[C:2]1[C:36]#[C:35][C:32]1[CH:31]=[CH:30][C:29]([N:21]([CH3:20])[C:22](=[O:28])[O:23][C:24]([CH3:25])([CH3:27])[CH3:26])=[CH:34][CH:33]=1. The yield is 0.192. (9) The reactants are [Cl:1][C:2]1[CH:7]=[CH:6][C:5]([Cl:8])=[CH:4][C:3]=1[OH:9].Cl[C:11]1[N:15]([CH3:16])[N:14]=[C:13]([CH3:17])[C:12]=1[CH:18]=[O:19].C(=O)([O-])[O-].[K+].[K+]. The catalyst is CN(C)C=O.O.[Cu]I. The product is [Cl:1][C:2]1[CH:7]=[CH:6][C:5]([Cl:8])=[CH:4][C:3]=1[O:9][C:11]1[N:15]([CH3:16])[N:14]=[C:13]([CH3:17])[C:12]=1[CH:18]=[O:19]. The yield is 0.670.